Dataset: Reaction yield outcomes from USPTO patents with 853,638 reactions. Task: Predict the reaction yield, written as a fraction of the theoretical maximum amount of product (1.0 means a 100% yield; for example, 0.34 means a 34% yield). (1) The yield is 0.760. The catalyst is C(O)C.O. The product is [CH:14]1([CH2:13][CH:12]([C:19]2[CH:20]=[CH:21][C:22]([O:25][C:26]3[CH:31]=[CH:30][CH:29]=[CH:28][CH:27]=3)=[CH:23][CH:24]=2)[C:11]([NH:10][C:7]2[CH:8]=[CH:9][C:4]([C:3]([OH:33])=[O:2])=[CH:5][N:6]=2)=[O:32])[CH2:18][CH2:17][CH2:16][CH2:15]1. The reactants are C[O:2][C:3](=[O:33])[C:4]1[CH:9]=[CH:8][C:7]([NH:10][C:11](=[O:32])[CH:12]([C:19]2[CH:24]=[CH:23][C:22]([O:25][C:26]3[CH:31]=[CH:30][CH:29]=[CH:28][CH:27]=3)=[CH:21][CH:20]=2)[CH2:13][CH:14]2[CH2:18][CH2:17][CH2:16][CH2:15]2)=[N:6][CH:5]=1.[OH-].[K+]. (2) The reactants are Cl[Si:2](Cl)(Cl)[CH2:3][CH2:4][C:5]([F:16])([F:15])[C:6]([F:14])([F:13])[CH2:7][CH2:8][Si:9](Cl)(Cl)Cl.C([O:22][C:23](=[O:25])[CH3:24])(=O)C. No catalyst specified. The product is [C:23]([O:22][Si:2]([O:22][C:23](=[O:25])[CH3:24])([O:25][C:23](=[O:22])[CH3:24])[CH2:3][CH2:4][C:5]([F:16])([F:15])[C:6]([F:14])([F:13])[CH2:7][CH2:8][Si:9]([O:25][C:23](=[O:22])[CH3:24])([O:25][C:23](=[O:22])[CH3:24])[O:25][C:23](=[O:22])[CH3:24])(=[O:25])[CH3:24]. The yield is 0.996. (3) The reactants are [CH2:1]([N:5]1[C:14](=[O:15])[C:13]([C:16]#[N:17])=[C:12]2[C:7]([C:8](=O)[CH2:9][CH2:10][CH2:11]2)=[CH:6]1)[CH2:2][CH2:3][CH3:4].[Na]. The catalyst is C1COCC1. The product is [CH2:1]([N:5]1[C:14](=[O:15])[C:13]([C:16]#[N:17])=[C:12]2[C:7]([CH2:8][CH2:9][CH2:10][CH2:11]2)=[CH:6]1)[CH2:2][CH2:3][CH3:4]. The yield is 0.750. (4) The yield is 0.450. The catalyst is C1COCC1. The product is [C:1]([O:5][C:6]([N:8]1[CH2:12][CH2:11][CH:10]([O:13][C:17]2[N:22]=[CH:21][N:20]=[C:19]3[N:23]([C:26]4[CH:31]=[CH:30][C:29]([S:32]([CH3:35])(=[O:34])=[O:33])=[CH:28][C:27]=4[F:36])[N:24]=[CH:25][C:18]=23)[CH2:9]1)=[O:7])([CH3:4])([CH3:2])[CH3:3]. The reactants are [C:1]([O:5][C:6]([N:8]1[CH2:12][CH2:11][CH:10]([OH:13])[CH2:9]1)=[O:7])([CH3:4])([CH3:3])[CH3:2].[H-].[Na+].Cl[C:17]1[N:22]=[CH:21][N:20]=[C:19]2[N:23]([C:26]3[CH:31]=[CH:30][C:29]([S:32]([CH3:35])(=[O:34])=[O:33])=[CH:28][C:27]=3[F:36])[N:24]=[CH:25][C:18]=12. (5) The reactants are [CH3:1][S:2]([C:5]1[CH:10]=[CH:9][C:8]([CH2:11][C:12]([OH:14])=[O:13])=[CH:7][CH:6]=1)(=[O:4])=[O:3].S(=O)(=O)(O)O.[CH3:20]O. No catalyst specified. The product is [CH3:20][O:13][C:12](=[O:14])[CH2:11][C:8]1[CH:7]=[CH:6][C:5]([S:2]([CH3:1])(=[O:3])=[O:4])=[CH:10][CH:9]=1. The yield is 0.980.